Task: Regression/Classification. Given a drug SMILES string, predict its absorption, distribution, metabolism, or excretion properties. Task type varies by dataset: regression for continuous measurements (e.g., permeability, clearance, half-life) or binary classification for categorical outcomes (e.g., BBB penetration, CYP inhibition). Dataset: rlm.. Dataset: Rat liver microsome stability data (1) The drug is OCc1ccc(-c2nn(Cc3ccccc3)c3ccccc23)o1. The result is 1 (stable in rat liver microsomes). (2) The molecule is CN([C@@H](Cc1ccc(OS(=O)(=O)c2cccc3cnccc23)cc1)C(=O)N1CCN(C(=O)OCc2ccccc2)CC1)S(=O)(=O)c1cccc2cnccc12. The result is 1 (stable in rat liver microsomes).